This data is from NCI-60 drug combinations with 297,098 pairs across 59 cell lines. The task is: Regression. Given two drug SMILES strings and cell line genomic features, predict the synergy score measuring deviation from expected non-interaction effect. (1) Drug 1: CN1C(=O)N2C=NC(=C2N=N1)C(=O)N. Drug 2: CC1C(C(CC(O1)OC2CC(OC(C2O)C)OC3=CC4=CC5=C(C(=O)C(C(C5)C(C(=O)C(C(C)O)O)OC)OC6CC(C(C(O6)C)O)OC7CC(C(C(O7)C)O)OC8CC(C(C(O8)C)O)(C)O)C(=C4C(=C3C)O)O)O)O. Cell line: MCF7. Synergy scores: CSS=38.7, Synergy_ZIP=0.797, Synergy_Bliss=0.366, Synergy_Loewe=-42.3, Synergy_HSA=-1.13. (2) Drug 1: CS(=O)(=O)C1=CC(=C(C=C1)C(=O)NC2=CC(=C(C=C2)Cl)C3=CC=CC=N3)Cl. Drug 2: C1CN(P(=O)(OC1)NCCCl)CCCl. Cell line: NCI-H522. Synergy scores: CSS=3.88, Synergy_ZIP=-1.91, Synergy_Bliss=0.296, Synergy_Loewe=-0.415, Synergy_HSA=-0.404. (3) Drug 1: CC1=C(C=C(C=C1)NC(=O)C2=CC=C(C=C2)CN3CCN(CC3)C)NC4=NC=CC(=N4)C5=CN=CC=C5. Drug 2: C1=CN(C=N1)CC(O)(P(=O)(O)O)P(=O)(O)O. Cell line: U251. Synergy scores: CSS=-3.18, Synergy_ZIP=-0.656, Synergy_Bliss=-1.63, Synergy_Loewe=-6.43, Synergy_HSA=-5.32. (4) Drug 1: CC1=C(C=C(C=C1)NC(=O)C2=CC=C(C=C2)CN3CCN(CC3)C)NC4=NC=CC(=N4)C5=CN=CC=C5. Drug 2: CC1C(C(CC(O1)OC2CC(CC3=C2C(=C4C(=C3O)C(=O)C5=C(C4=O)C(=CC=C5)OC)O)(C(=O)CO)O)N)O.Cl. Cell line: HOP-62. Synergy scores: CSS=39.8, Synergy_ZIP=-3.04, Synergy_Bliss=-4.21, Synergy_Loewe=-3.16, Synergy_HSA=-0.669. (5) Drug 1: C1C(C(OC1N2C=NC3=C(N=C(N=C32)Cl)N)CO)O. Drug 2: COCCOC1=C(C=C2C(=C1)C(=NC=N2)NC3=CC=CC(=C3)C#C)OCCOC.Cl. Cell line: ACHN. Synergy scores: CSS=58.7, Synergy_ZIP=-7.66, Synergy_Bliss=-7.59, Synergy_Loewe=-7.16, Synergy_HSA=-4.29. (6) Drug 1: C1CN1C2=NC(=NC(=N2)N3CC3)N4CC4. Drug 2: CN(C)N=NC1=C(NC=N1)C(=O)N. Synergy scores: CSS=20.5, Synergy_ZIP=-5.45, Synergy_Bliss=2.53, Synergy_Loewe=2.27, Synergy_HSA=4.75. Cell line: UO-31. (7) Drug 1: CC12CCC(CC1=CCC3C2CCC4(C3CC=C4C5=CN=CC=C5)C)O. Drug 2: C1=CN(C(=O)N=C1N)C2C(C(C(O2)CO)O)O.Cl. Cell line: NCI-H522. Synergy scores: CSS=34.0, Synergy_ZIP=-4.49, Synergy_Bliss=-2.52, Synergy_Loewe=-27.7, Synergy_HSA=-1.72. (8) Drug 1: C1CN1C2=NC(=NC(=N2)N3CC3)N4CC4. Drug 2: C#CCC(CC1=CN=C2C(=N1)C(=NC(=N2)N)N)C3=CC=C(C=C3)C(=O)NC(CCC(=O)O)C(=O)O. Cell line: HCC-2998. Synergy scores: CSS=18.9, Synergy_ZIP=-4.22, Synergy_Bliss=-9.39, Synergy_Loewe=-10.8, Synergy_HSA=-10.7.